Dataset: Experimentally validated miRNA-target interactions with 360,000+ pairs, plus equal number of negative samples. Task: Binary Classification. Given a miRNA mature sequence and a target amino acid sequence, predict their likelihood of interaction. (1) The miRNA is hsa-miR-106b-5p with sequence UAAAGUGCUGACAGUGCAGAU. The protein sequence of the target gene is MTFEDVAVEFSQWEWGQLNPAQKDLYREVMLENFRNLAILGLLVSKPYVICQLEEGGEPFMVEREISTGAHSDWKRRSKSKESMPSWGISKEELFQVVSVEKHIQDVLQFSKLKAACGCDGQLEMQQIKQERHLKQMSTIHKSATTLSRDYKWNGFGRSLGLRSVLVNQHSILMGEGSYKCDTEFRQTLGGNNSQRTHPEKKSCKCNECGKSFHFQSELRRHQRCHTGEKPYECSDCGRAFGHISSLIKHQRTHTGEKPYECSECGRAFSQSSSLVLHYRFHTGEKPYKCNECGRAFGHT.... Result: 1 (interaction). (2) The miRNA is hsa-miR-1204 with sequence UCGUGGCCUGGUCUCCAUUAU. The protein sequence of the target gene is MPCRREEEEEAGDEAEGEEDDDSFLLLQQSVTLGGSTDVDRLIVQIGETLQLDTAHDRPASPCAAPGPPPAPPRVLAALSADKTGTPARRLLRPTGSAETGDPAPPGAVRCVLGERGRVRGRSAPYCVAEIAPGASALPGPGRRGWLPGSVASHRIQQRRWTAGGARAADDDPHRLLQQLVLSGNLIKEAVRRLQRAVAAVAATSPASAPGSGGGRSGPDSVTLQPSGAWL. Result: 0 (no interaction). (3) The miRNA is rno-miR-144-3p with sequence UACAGUAUAGAUGAUGUACU. The protein sequence of the target gene is MNWHFPFFILTTVTLYSVHSQFNSLSLEELGSNTGIQVFNQIIKSRPHENVVVSPHGIASILGMLQLGADGKTKKQLSTVMRYNVNGVGKVLKKINKAIVSKKNKDIVTVANAVFLRNGFKMEVPFAVRNKDVFQCEVQNVNFQDPASASESINFWVKNETRGMIDNLLSPNLIDGALTRLVLVNAVYFKGLWKSRFQPESTKKRTFVAGDGKSYQVPMLAQLSVFRSGSTRTPNGLWYNFIELPYHGESISMLIALPTESSTPLSAIIPHITTKTIDSWMNTMVPKRMQLVLPKFTAVA.... Result: 0 (no interaction). (4) The miRNA is hsa-miR-4330 with sequence CCUCAGAUCAGAGCCUUGC. The protein sequence of the target gene is MSETVPAASASAGVAAMEKLPTKKRGRKPAGLISASRKVPNLSVSKLITEALSVSQERVGMSLVALKKALAAAGYDVEKNNSRIKLSLKSLVNKGILVQTRGTGASGSFKLSKKVIPKSTRSKAKKSVSAKTKKLVLSRDSKSPKTAKTNKRAKKPRATTPKTVRSGRKAKGAKGKQQQKSPVKARASKSKLTQHHEVNVRKATSKK. Result: 0 (no interaction). (5) The miRNA is hsa-miR-548ap-5p with sequence AAAAGUAAUUGCGGUCUUU. Result: 0 (no interaction). The protein sequence of the target gene is MWLKVGGLLRGTGGQLGQTVGWPCGALGPGPHRWGPCGGSWAQKFYQDGPGRGLGEEDIRRAREARPRKTPRPQLSDRSRERKVPASRISRLANFGGLAVGLGLGVLAEMAKKSMPGGRLQSEGGSGLDSSPFLSEANAERIVQTLCTVRGAALKVGQMLSIQDNSFISPQLQHIFERVRQSADFMPRWQMLRVLEEELGRDWQAKVASLEEVPFAAASIGQVHQGLLRDGTEVAVKIQYPGIAQSIQSDVQNLLAVLKMSAALPAGLFAEQSLQALQQELAWECDYRREAACAQNFRQL.... (6) The miRNA is hsa-miR-3941 with sequence UUACACACAACUGAGGAUCAUA. The protein sequence of the target gene is MVCIPCIVIPVLLWIYKKFLEPYIYPLVSPFVSRIWPKKAIQESNDTNKGKVNFKGADMNGLPTKGPTEICDKKKD. Result: 1 (interaction). (7) The miRNA is hsa-miR-6130 with sequence UGAGGGAGUGGAUUGUAUG. The protein sequence of the target gene is MQLTVKALQGRECSLQVPEDELVSTLKQLVSEKLNVPVRQQRLLFKGKALADGKRLSDYSIGPNSKLNLVVKPLEKVLLEEGEAQRLADSPPPQVWQLISKVLARHFSAADASRVLEQLQRDYERSLSRLTLDDIERLASRFLHPEVTETMEKGFSK. Result: 1 (interaction). (8) The miRNA is hsa-miR-5587-3p with sequence GCCCCGGGCAGUGUGAUCAUC. The protein sequence of the target gene is MERAAPSRRVPLPLLLLGGLALLAAGVDADVLLEACCADGHRMATHQKDCSLPYATESKECRMVQEQCCHSQLEELHCATGISLANEQDRCATPHGDNASLEATFVKRCCHCCLLGRAAQAQGQSCEYSLMVGYQCGQVFQACCVKSQETGDLDVGGLQETDKIIEVEEEQEDPYLNDRCRGGGPCKQQCRDTGDEVVCSCFVGYQLLSDGVSCEDVNECITGSHSCRLGESCINTVGSFRCQRDSSCGTGYELTEDNSCKDIDECESGIHNCLPDFICQNTLGSFRCRPKLQCKSGFIQ.... Result: 0 (no interaction). (9) The miRNA is hsa-miR-3671 with sequence AUCAAAUAAGGACUAGUCUGCA. The protein sequence of the target gene is MSGPTWLPPKQPEPARAPQGRAIPRGTPGPPPAHGAALQPHPRVNFCPLPSEQCYQAPGGPEDRGPAWVGSHGVLQHTQGLPADRGGLRPGSLDAEIDLLSSTLAELNGGRGHASRRPDRQAYEPPPPPAYRTGSLKPNPASPLPASPYGGPTPASYTTASTPAGPAFPVQVKVAQPVRGCGPPRRGASQASGPLPGPHFPLPGRGEVWGPGYRSQREPGPGAKEEAAGVSGPAGRGRGGEHGPQVPLSQPPEDELDRLTKKLVHDMNHPPSGEYFGQCGGCGEDVVGDGAGVVALDRVF.... Result: 0 (no interaction).